Task: Predict the product of the given reaction.. Dataset: Forward reaction prediction with 1.9M reactions from USPTO patents (1976-2016) (1) Given the reactants [CH2:1]([O:3][C:4]1[CH:13]=[C:12]2[C:7]([CH2:8][CH2:9][CH:10]([N:14]([CH2:21][CH2:22][CH3:23])C(=O)C(F)(F)F)[CH2:11]2)=[CH:6][CH:5]=1)[CH3:2], predict the reaction product. The product is: [CH2:1]([O:3][C:4]1[CH:13]=[C:12]2[C:7]([CH2:8][CH2:9][CH:10]([NH:14][CH2:21][CH2:22][CH3:23])[CH2:11]2)=[CH:6][CH:5]=1)[CH3:2]. (2) Given the reactants [Cl:1][C:2]1[C:7]([O:8][CH3:9])=[CH:6][CH:5]=[CH:4][C:3]=1[CH2:10][CH:11]([NH2:13])[CH3:12].[CH:14](OCC)=[O:15], predict the reaction product. The product is: [Cl:1][C:2]1[C:7]([O:8][CH3:9])=[CH:6][CH:5]=[CH:4][C:3]=1[CH2:10][CH:11]([NH:13][CH:14]=[O:15])[CH3:12]. (3) Given the reactants Br[C:2]1[N:7]=[C:6]2[N:8]([CH2:12][C:13]3[C:18]([F:19])=[CH:17][CH:16]=[C:15]([F:20])[C:14]=3[Cl:21])[CH2:9][CH2:10][NH:11][C:5]2=[N:4][CH:3]=1.[O:22]1[CH2:27][CH2:26][N:25]([CH2:28][CH2:29][N:30]2[CH:34]=[C:33](B(O)O)[CH:32]=[N:31]2)[CH2:24][CH2:23]1, predict the reaction product. The product is: [Cl:21][C:14]1[C:15]([F:20])=[CH:16][CH:17]=[C:18]([F:19])[C:13]=1[CH2:12][N:8]1[C:6]2=[N:7][C:2]([C:33]3[CH:32]=[N:31][N:30]([CH2:29][CH2:28][N:25]4[CH2:26][CH2:27][O:22][CH2:23][CH2:24]4)[CH:34]=3)=[CH:3][N:4]=[C:5]2[NH:11][CH2:10][CH2:9]1. (4) Given the reactants [F:1][C:2]1[CH:27]=[C:26]([F:28])[CH:25]=[CH:24][C:3]=1[O:4][C:5]1[C:10](=[O:11])[N:9]([CH3:12])[C:8]2[CH:13]=[N:14][N:15](COCC[Si](C)(C)C)[C:7]=2[CH:6]=1.[I:29]Cl.C(=O)([O-])[O-].[K+].[K+], predict the reaction product. The product is: [F:1][C:2]1[CH:27]=[C:26]([F:28])[CH:25]=[CH:24][C:3]=1[O:4][C:5]1[C:10](=[O:11])[N:9]([CH3:12])[C:8]2[C:13]([I:29])=[N:14][NH:15][C:7]=2[CH:6]=1.